This data is from Full USPTO retrosynthesis dataset with 1.9M reactions from patents (1976-2016). The task is: Predict the reactants needed to synthesize the given product. Given the product [CH:5]([C:8]1[CH:9]=[C:10]([NH:11][C:3]([NH2:2])=[S:4])[CH:12]=[CH:13][CH:14]=1)([CH3:7])[CH3:6], predict the reactants needed to synthesize it. The reactants are: [NH4+].[N:2]#[C:3][S-:4].[CH:5]([C:8]1[CH:9]=[C:10]([CH:12]=[CH:13][CH:14]=1)[NH2:11])([CH3:7])[CH3:6].